From a dataset of Peptide-MHC class II binding affinity with 134,281 pairs from IEDB. Regression. Given a peptide amino acid sequence and an MHC pseudo amino acid sequence, predict their binding affinity value. This is MHC class II binding data. (1) The peptide sequence is PEEFAVVDLSKMRAV. The MHC is HLA-DPA10201-DPB11401 with pseudo-sequence HLA-DPA10201-DPB11401. The binding affinity (normalized) is 0.555. (2) The peptide sequence is FLLMYEMHRESLLKS. The MHC is DRB3_0101 with pseudo-sequence DRB3_0101. The binding affinity (normalized) is 0.177.